This data is from NCI-60 drug combinations with 297,098 pairs across 59 cell lines. The task is: Regression. Given two drug SMILES strings and cell line genomic features, predict the synergy score measuring deviation from expected non-interaction effect. (1) Drug 1: CC(C)(C#N)C1=CC(=CC(=C1)CN2C=NC=N2)C(C)(C)C#N. Drug 2: C1CN(P(=O)(OC1)NCCCl)CCCl. Cell line: SF-539. Synergy scores: CSS=-4.44, Synergy_ZIP=3.12, Synergy_Bliss=1.43, Synergy_Loewe=-3.10, Synergy_HSA=-4.84. (2) Synergy scores: CSS=15.8, Synergy_ZIP=3.53, Synergy_Bliss=5.87, Synergy_Loewe=0.777, Synergy_HSA=4.77. Drug 1: CC12CCC(CC1=CCC3C2CCC4(C3CC=C4C5=CN=CC=C5)C)O. Drug 2: C1=CC(=CC=C1C#N)C(C2=CC=C(C=C2)C#N)N3C=NC=N3. Cell line: OVCAR-5. (3) Drug 1: C1=CN(C(=O)N=C1N)C2C(C(C(O2)CO)O)O.Cl. Drug 2: C(CN)CNCCSP(=O)(O)O. Cell line: HOP-62. Synergy scores: CSS=45.1, Synergy_ZIP=0.248, Synergy_Bliss=0.0753, Synergy_Loewe=-42.2, Synergy_HSA=1.77. (4) Drug 1: C1CC(=O)NC(=O)C1N2CC3=C(C2=O)C=CC=C3N. Drug 2: CC1=C(C(=CC=C1)Cl)NC(=O)C2=CN=C(S2)NC3=CC(=NC(=N3)C)N4CCN(CC4)CCO. Cell line: HCT-15. Synergy scores: CSS=18.0, Synergy_ZIP=-4.62, Synergy_Bliss=-0.379, Synergy_Loewe=-19.6, Synergy_HSA=2.06. (5) Synergy scores: CSS=24.7, Synergy_ZIP=1.03, Synergy_Bliss=3.05, Synergy_Loewe=0.963, Synergy_HSA=2.86. Drug 2: C1=NC2=C(N=C(N=C2N1C3C(C(C(O3)CO)O)O)F)N. Drug 1: C1=C(C(=O)NC(=O)N1)F. Cell line: SF-268. (6) Drug 1: CC1CCC2CC(C(=CC=CC=CC(CC(C(=O)C(C(C(=CC(C(=O)CC(OC(=O)C3CCCCN3C(=O)C(=O)C1(O2)O)C(C)CC4CCC(C(C4)OC)OCCO)C)C)O)OC)C)C)C)OC. Drug 2: CC12CCC3C(C1CCC2OP(=O)(O)O)CCC4=C3C=CC(=C4)OC(=O)N(CCCl)CCCl.[Na+]. Cell line: OVCAR3. Synergy scores: CSS=36.4, Synergy_ZIP=-5.25, Synergy_Bliss=-6.35, Synergy_Loewe=-11.6, Synergy_HSA=-2.82. (7) Drug 1: C1=CN(C(=O)N=C1N)C2C(C(C(O2)CO)O)O.Cl. Drug 2: CN1C2=C(C=C(C=C2)N(CCCl)CCCl)N=C1CCCC(=O)O.Cl. Cell line: TK-10. Synergy scores: CSS=15.2, Synergy_ZIP=-3.40, Synergy_Bliss=1.83, Synergy_Loewe=-14.5, Synergy_HSA=0.722. (8) Drug 1: CCN(CC)CCNC(=O)C1=C(NC(=C1C)C=C2C3=C(C=CC(=C3)F)NC2=O)C. Drug 2: COC1=C2C(=CC3=C1OC=C3)C=CC(=O)O2. Cell line: EKVX. Synergy scores: CSS=6.96, Synergy_ZIP=2.80, Synergy_Bliss=-0.683, Synergy_Loewe=-0.629, Synergy_HSA=0.983. (9) Drug 1: C1C(C(OC1N2C=NC3=C(N=C(N=C32)Cl)N)CO)O. Drug 2: CC1=C2C(C(=O)C3(C(CC4C(C3C(C(C2(C)C)(CC1OC(=O)C(C(C5=CC=CC=C5)NC(=O)C6=CC=CC=C6)O)O)OC(=O)C7=CC=CC=C7)(CO4)OC(=O)C)O)C)OC(=O)C. Cell line: PC-3. Synergy scores: CSS=5.39, Synergy_ZIP=-3.66, Synergy_Bliss=-1.20, Synergy_Loewe=-6.47, Synergy_HSA=-3.02. (10) Drug 1: C1=C(C(=O)NC(=O)N1)N(CCCl)CCCl. Drug 2: C1=NC2=C(N=C(N=C2N1C3C(C(C(O3)CO)O)F)Cl)N. Cell line: SK-MEL-2. Synergy scores: CSS=22.0, Synergy_ZIP=-6.35, Synergy_Bliss=-6.90, Synergy_Loewe=-24.7, Synergy_HSA=-5.40.